This data is from Forward reaction prediction with 1.9M reactions from USPTO patents (1976-2016). The task is: Predict the product of the given reaction. (1) The product is: [NH2:1][C:2]1[C:3]([F:33])=[CH:4][C:5]([CH2:6][C@H:7]2[C@H:15]([OH:14])[C@@H:11]([NH:12][CH2:17][C:18]3[CH:23]=[CH:22][CH:21]=[C:20]([C:24]([CH3:27])([CH3:25])[CH3:26])[CH:19]=3)[CH2:10][S:9](=[O:28])(=[O:29])[CH2:8]2)=[CH:30][C:31]=1[N:34]1[CH2:37][CH2:36][C:35]1=[O:38]. Given the reactants [NH2:1][C:2]1[C:31](I)=[CH:30][C:5]([CH2:6][C@H:7]2[C@H:15]3[C@@H:11]([N:12]([CH2:17][C:18]4[CH:23]=[CH:22][CH:21]=[C:20]([C:24]([CH3:27])([CH3:26])[CH3:25])[CH:19]=4)C(=O)[O:14]3)[CH2:10][S:9](=[O:29])(=[O:28])[CH2:8]2)=[CH:4][C:3]=1[F:33].[NH:34]1[CH2:37][CH2:36][C:35]1=[O:38], predict the reaction product. (2) Given the reactants [NH2:1][C@@H:2]1[CH2:7][CH2:6][CH2:5][N:4]([C:8]2[N:13]([CH2:14][C:15]3[CH:22]=[CH:21][CH:20]=[CH:19][C:16]=3[C:17]#[N:18])[C:12](=[O:23])[N:11]([CH2:24][C:25]3[CH:30]=[CH:29][CH:28]=[C:27](C#N)[CH:26]=3)[C:10](=[O:33])[CH:9]=2)[CH2:3]1.BrCC1C=C([N:42]2[CH:46]=[CH:45][CH:44]=[CH:43]2)C=CC=1, predict the reaction product. The product is: [NH2:1][C@@H:2]1[CH2:7][CH2:6][CH2:5][N:4]([C:8]2[N:13]([CH2:14][C:15]3[CH:22]=[CH:21][CH:20]=[CH:19][C:16]=3[C:17]#[N:18])[C:12](=[O:23])[N:11]([CH2:24][C:25]3[CH:30]=[CH:29][CH:28]=[C:27]([N:42]4[CH:46]=[CH:45][CH:44]=[CH:43]4)[CH:26]=3)[C:10](=[O:33])[CH:9]=2)[CH2:3]1.